This data is from Reaction yield outcomes from USPTO patents with 853,638 reactions. The task is: Predict the reaction yield, written as a fraction of the theoretical maximum amount of product (1.0 means a 100% yield; for example, 0.34 means a 34% yield). (1) The reactants are CO.CCN(CC)CC.[NH2:10][C:11]1[C:16]([N+:17]([O-])=O)=[CH:15][C:14]([C:20]2[CH:21]=[N:22][C:23]([C:26]([OH:29])([CH3:28])[CH3:27])=[N:24][CH:25]=2)=[C:13]([F:30])[C:12]=1[CH:31]1[CH2:35][CH2:34][CH2:33][O:32]1. The catalyst is [Pd].C1COCC1. The product is [NH2:10][C:11]1[C:16]([NH2:17])=[CH:15][C:14]([C:20]2[CH:21]=[N:22][C:23]([C:26]([OH:29])([CH3:27])[CH3:28])=[N:24][CH:25]=2)=[C:13]([F:30])[C:12]=1[CH:31]1[CH2:35][CH2:34][CH2:33][O:32]1. The yield is 0.990. (2) The reactants are [CH3:1][N:2]1[C:6]([NH:7][CH2:8][C:9]([CH3:12])([CH3:11])[CH3:10])=[C:5]([N:13]=O)[C:4]([CH3:15])=[N:3]1.[K+].[Br-]. The catalyst is [Pd].CCOC(C)=O. The product is [CH3:10][C:9]([CH3:12])([CH3:11])[CH2:8][NH:7][C:6]1[N:2]([CH3:1])[N:3]=[C:4]([CH3:15])[C:5]=1[NH2:13]. The yield is 0.890. (3) The reactants are P(Cl)(Cl)Cl.[Cl:5][C:6]1[CH:14]=[C:10]([C:11]([OH:13])=O)[C:9]([OH:15])=[CH:8][CH:7]=1.[F:16][C:17]([F:30])([F:29])[C:18]1[CH:24]=[C:23]([C:25]([F:28])([F:27])[F:26])[CH:22]=[CH:21][C:19]=1[NH2:20].C1(C)C=CC=CC=1. The catalyst is O. The product is [F:16][C:17]([F:29])([F:30])[C:18]1[CH:24]=[C:23]([C:25]([F:27])([F:28])[F:26])[CH:22]=[CH:21][C:19]=1[NH:20][C:11](=[O:13])[C:10]1[CH:14]=[C:6]([Cl:5])[CH:7]=[CH:8][C:9]=1[OH:15]. The yield is 0.0690. (4) The reactants are [Cl:1][CH2:2][CH2:3][CH2:4][C:5]([C:7]1[CH:12]=[CH:11][C:10]([C:13]([CH3:18])([CH3:17])[C:14]([OH:16])=[O:15])=[CH:9][CH:8]=1)=[O:6].[CH3:19]O. The catalyst is Cl. The product is [Cl:1][CH2:2][CH2:3][CH2:4][C:5]([C:7]1[CH:12]=[CH:11][C:10]([C:13]([CH3:18])([CH3:17])[C:14]([O:16][CH3:19])=[O:15])=[CH:9][CH:8]=1)=[O:6]. The yield is 0.940. (5) The reactants are [Cl:1][CH2:2][C:3]1[C:8]([CH3:9])=[C:7]([CH2:10]Cl)[C:6]([CH3:12])=[CH:5][C:4]=1[CH3:13].[NH2:14][C:15]([NH2:17])=[S:16]. The catalyst is C(O)C. The product is [ClH:1].[ClH:1].[CH3:9][C:8]1[C:3]([CH2:2][NH:14][C:15]([SH:16])=[NH:17])=[C:4]([CH3:13])[CH:5]=[C:6]([CH3:12])[C:7]=1[CH2:10][NH:17][C:15]([SH:16])=[NH:14]. The yield is 0.920.